Dataset: Catalyst prediction with 721,799 reactions and 888 catalyst types from USPTO. Task: Predict which catalyst facilitates the given reaction. Reactant: [NH2:1][C:2]1[C:7]([N+:8]([O-:10])=[O:9])=[CH:6][CH:5]=[CH:4][C:3]=1[OH:11].[Br:12][C:13]1[CH:21]=[CH:20][C:16]([C:17](Cl)=O)=[CH:15][CH:14]=1.[OH-].[Na+]. Product: [Br:12][C:13]1[CH:21]=[CH:20][C:16]([C:17]2[O:11][C:3]3[CH:4]=[CH:5][CH:6]=[C:7]([N+:8]([O-:10])=[O:9])[C:2]=3[N:1]=2)=[CH:15][CH:14]=1. The catalyst class is: 12.